From a dataset of Forward reaction prediction with 1.9M reactions from USPTO patents (1976-2016). Predict the product of the given reaction. (1) Given the reactants Br[C:2]1[CH:7]=[C:6]([NH:8][C:9](=[O:18])[C:10]2[C:15]([Cl:16])=[CH:14][CH:13]=[CH:12][C:11]=2[Cl:17])[CH:5]=[CH:4][N:3]=1.[NH2:19][C:20]1[O:21][CH:22]=[CH:23][N:24]=1.CC1(C)C2C(=C(P(C3C=CC=CC=3)C3C=CC=CC=3)C=CC=2)OC2C(P(C3C=CC=CC=3)C3C=CC=CC=3)=CC=CC1=2.C([O-])([O-])=O.[Cs+].[Cs+], predict the reaction product. The product is: [Cl:17][C:11]1[CH:12]=[CH:13][CH:14]=[C:15]([Cl:16])[C:10]=1[C:9]([NH:8][C:6]1[CH:5]=[CH:4][N:3]=[C:2]([NH:19][C:20]2[O:21][CH:22]=[CH:23][N:24]=2)[CH:7]=1)=[O:18]. (2) Given the reactants [ClH:1].[Cl:2][C:3]1[CH:11]=[C:10]([O:12][CH2:13][CH2:14][CH2:15][N:16]2[CH2:21][CH2:20][CH2:19][CH2:18][CH2:17]2)[CH:9]=[CH:8][C:4]=1[C:5](O)=[O:6], predict the reaction product. The product is: [ClH:2].[Cl:2][C:3]1[CH:11]=[C:10]([O:12][CH2:13][CH2:14][CH2:15][N:16]2[CH2:21][CH2:20][CH2:19][CH2:18][CH2:17]2)[CH:9]=[CH:8][C:4]=1[C:5]([Cl:1])=[O:6]. (3) Given the reactants O=C1C2C(=CC=CC=2)C(=O)[N:3]1[CH2:12][CH2:13][N:14]1[C:23]2[C:18](=[N:19][CH:20]=[C:21]([CH2:24][C:25]3[CH:30]=[CH:29][C:28]([F:31])=[CH:27][CH:26]=3)[CH:22]=2)[C:17]([OH:32])=[C:16]([C:33](OCC)=[O:34])[C:15]1=[O:38].[N:39]1([CH2:45][CH2:46][NH2:47])[CH2:44][CH2:43][O:42][CH2:41][CH2:40]1.NN, predict the reaction product. The product is: [NH2:3][CH2:12][CH2:13][N:14]1[C:23]2[C:18](=[N:19][CH:20]=[C:21]([CH2:24][C:25]3[CH:30]=[CH:29][C:28]([F:31])=[CH:27][CH:26]=3)[CH:22]=2)[C:17]([OH:32])=[C:16]([C:33]([NH:47][CH2:46][CH2:45][N:39]2[CH2:44][CH2:43][O:42][CH2:41][CH2:40]2)=[O:34])[C:15]1=[O:38]. (4) The product is: [C:12]([C:14]1[C:15](=[O:16])[NH:17][C:9]([CH3:10])=[CH:8][C:2]=1[C:3]([O:5][CH2:6][CH3:7])=[O:4])#[N:13]. Given the reactants O=[C:2]([CH2:8][C:9](=O)[CH3:10])[C:3]([O:5][CH2:6][CH3:7])=[O:4].[C:12]([CH2:14][C:15]([NH2:17])=[O:16])#[N:13].N1CCCCC1.Cl, predict the reaction product. (5) Given the reactants [NH2:1][C:2]1[C:7]([C:8]#[N:9])=[C:6]([O:10][CH3:11])[CH:5]=[CH:4][N:3]=1.[Cl:12][C:13]1[CH:14]=[C:15]([CH:32]=[CH:33][CH:34]=1)[CH2:16][NH:17][C:18]([C:20]1[CH:28]=[CH:27][C:23]([C:24]([O-])=[O:25])=[C:22]([N:29]=[C:30]=[S:31])[CH:21]=1)=[O:19], predict the reaction product. The product is: [Cl:12][C:13]1[CH:14]=[C:15]([CH:32]=[CH:33][CH:34]=1)[CH2:16][NH:17][C:18]([C:20]1[CH:21]=[C:22]2[C:23]([C:24](=[O:25])[N:1]([C:2]3[C:7]([C:8]#[N:9])=[C:6]([O:10][CH3:11])[CH:5]=[CH:4][N:3]=3)[C:30](=[S:31])[NH:29]2)=[CH:27][CH:28]=1)=[O:19]. (6) Given the reactants [CH3:1][O:2][C:3]1[CH:4]=[C:5](/[CH:15]=[C:16]2/[C:17](=O)[N:18]([CH2:22][C:23](=O)[C:24]3[CH:29]=[CH:28][N:27]=[CH:26][CH:25]=3)[CH2:19][CH2:20][CH2:21]/2)[CH:6]=[CH:7][C:8]=1[N:9]1[CH:13]=[C:12]([CH3:14])[N:11]=[CH:10]1.C([O-])(=O)C.[NH4+:36], predict the reaction product. The product is: [CH3:1][O:2][C:3]1[CH:4]=[C:5](/[CH:15]=[C:16]2/[C:17]3[N:18]([CH:22]=[C:23]([C:24]4[CH:29]=[CH:28][N:27]=[CH:26][CH:25]=4)[N:36]=3)[CH2:19][CH2:20][CH2:21]/2)[CH:6]=[CH:7][C:8]=1[N:9]1[CH:13]=[C:12]([CH3:14])[N:11]=[CH:10]1.